Dataset: Reaction yield outcomes from USPTO patents with 853,638 reactions. Task: Predict the reaction yield, written as a fraction of the theoretical maximum amount of product (1.0 means a 100% yield; for example, 0.34 means a 34% yield). (1) The reactants are Br.C[O:3][C:4]1[CH:9]=[CH:8][N:7]=[C:6]([C:10]2[CH:11]=[N:12][N:13]3[CH:18]=[CH:17][CH:16]=[CH:15][C:14]=23)[N:5]=1. No catalyst specified. The product is [N:12]1[N:13]2[CH:18]=[CH:17][CH:16]=[CH:15][C:14]2=[C:10]([C:6]2[N:5]=[C:4]([OH:3])[CH:9]=[CH:8][N:7]=2)[CH:11]=1. The yield is 0.990. (2) The reactants are [Br:1][C:2]1[CH:7]=[CH:6][C:5]([C:8](=O)[CH2:9][CH2:10][C:11]([OH:13])=O)=[CH:4][CH:3]=1.[NH2:15][NH2:16].O. The catalyst is CCO. The product is [Br:1][C:2]1[CH:7]=[CH:6][C:5]([C:8]2[CH2:9][CH2:10][C:11](=[O:13])[NH:15][N:16]=2)=[CH:4][CH:3]=1. The yield is 0.980. (3) The reactants are C[O:2][C:3](=[O:20])[C:4]1[CH:9]=[C:8]([S:10]([CH3:13])(=[O:12])=[O:11])[CH:7]=[CH:6][C:5]=1[O:14][CH2:15][CH:16]1[CH2:19][CH2:18][CH2:17]1.[OH-].[Na+].Cl. The catalyst is O1CCCC1. The product is [CH:16]1([CH2:15][O:14][C:5]2[CH:6]=[CH:7][C:8]([S:10]([CH3:13])(=[O:12])=[O:11])=[CH:9][C:4]=2[C:3]([OH:20])=[O:2])[CH2:19][CH2:18][CH2:17]1. The yield is 0.400. (4) The reactants are [ClH:1].C([N:9]1[CH2:20][CH:19]2[CH2:21][CH:11]([CH2:12][C:13]3[C:14]([O:22][CH3:23])=[CH:15][CH:16]=[CH:17][C:18]=32)[CH2:10]1)C1C=CC=CC=1.C([O-])=O.[NH4+]. The catalyst is CO.[OH-].[OH-].[Pd+2]. The product is [ClH:1].[CH3:23][O:22][C:14]1[C:13]2[CH2:12][CH:11]3[CH2:21][CH:19]([CH2:20][NH:9][CH2:10]3)[C:18]=2[CH:17]=[CH:16][CH:15]=1. The yield is 0.810. (5) The yield is 0.950. The catalyst is O1CCOCC1.O.C1C=CC(P(C2C=CC=CC=2)[C-]2C=CC=C2)=CC=1.C1C=CC(P(C2C=CC=CC=2)[C-]2C=CC=C2)=CC=1.Cl[Pd]Cl.[Fe+2]. The product is [CH3:1][Si:2]([CH3:46])([CH3:45])[CH2:3][CH2:4][O:5][CH2:6][N:7]([CH2:37][O:38][CH2:39][CH2:40][Si:41]([CH3:44])([CH3:43])[CH3:42])[C:8]1[N:13]2[N:14]=[CH:15][C:16]([C:17]3[CH:18]=[N:19][C:20]([C:49]4[CH:50]=[CH:51][CH:52]=[CH:53][C:48]=4[F:47])=[CH:21][CH:22]=3)=[C:12]2[N:11]=[C:10]([CH:24]2[CH2:29][CH2:28][N:27]([C:30]([O:32][C:33]([CH3:36])([CH3:35])[CH3:34])=[O:31])[CH2:26][CH2:25]2)[CH:9]=1. The reactants are [CH3:1][Si:2]([CH3:46])([CH3:45])[CH2:3][CH2:4][O:5][CH2:6][N:7]([CH2:37][O:38][CH2:39][CH2:40][Si:41]([CH3:44])([CH3:43])[CH3:42])[C:8]1[N:13]2[N:14]=[CH:15][C:16]([C:17]3[CH:18]=[N:19][C:20](Cl)=[CH:21][CH:22]=3)=[C:12]2[N:11]=[C:10]([CH:24]2[CH2:29][CH2:28][N:27]([C:30]([O:32][C:33]([CH3:36])([CH3:35])[CH3:34])=[O:31])[CH2:26][CH2:25]2)[CH:9]=1.[F:47][C:48]1[CH:53]=[CH:52][CH:51]=[CH:50][C:49]=1B(O)O.C(Cl)Cl.[O-]P([O-])([O-])=O.[K+].[K+].[K+].O. (6) The reactants are [C:1]1([N:7]2[C:11]3=[N:12][CH:13]=[CH:14][CH:15]=[C:10]3[N:9]=[C:8]2[C@@H:16]([NH2:19])[CH2:17][CH3:18])[CH:6]=[CH:5][CH:4]=[CH:3][CH:2]=1.Cl[C:21]1[N:29]=[CH:28][N:27]=[C:26]2[C:22]=1[N:23]=[CH:24][N:25]2C1CCCCO1.CCN(C(C)C)C(C)C. The catalyst is C(O)CCC. The product is [C:1]1([N:7]2[C:11]3=[N:12][CH:13]=[CH:14][CH:15]=[C:10]3[N:9]=[C:8]2[C@@H:16]([NH:19][C:21]2[N:29]=[CH:28][N:27]=[C:26]3[C:22]=2[N:23]=[CH:24][NH:25]3)[CH2:17][CH3:18])[CH:2]=[CH:3][CH:4]=[CH:5][CH:6]=1. The yield is 0.220. (7) The reactants are [Cl:1][C:2]1[CH:7]=[CH:6][C:5](/[CH:8]=[CH:9]/[N+:10]([O-:12])=[O:11])=[CH:4][C:3]=1[F:13].[CH3:14][NH:15][CH2:16]C(O)=O.[CH2:20]=O. The catalyst is C1(C)C=CC=CC=1. The product is [Cl:1][C:2]1[CH:7]=[CH:6][C:5]([C@H:8]2[C@H:9]([N+:10]([O-:12])=[O:11])[CH2:20][N:15]([CH3:16])[CH2:14]2)=[CH:4][C:3]=1[F:13]. The yield is 0.450.